This data is from Forward reaction prediction with 1.9M reactions from USPTO patents (1976-2016). The task is: Predict the product of the given reaction. Given the reactants C(=O)([O-])[O-].[K+].[K+].[N:7]1([C:13]([O:15][C:16]([CH3:19])([CH3:18])[CH3:17])=[O:14])[CH2:12][CH2:11][NH:10][CH2:9][CH2:8]1.F[C:21]1[CH:22]=[CH:23][C:24]([N+:29]([O-:31])=[O:30])=[C:25]([CH:28]=1)[CH:26]=[O:27], predict the reaction product. The product is: [CH:26]([C:25]1[CH:28]=[C:21]([N:10]2[CH2:11][CH2:12][N:7]([C:13]([O:15][C:16]([CH3:19])([CH3:18])[CH3:17])=[O:14])[CH2:8][CH2:9]2)[CH:22]=[CH:23][C:24]=1[N+:29]([O-:31])=[O:30])=[O:27].